Dataset: Full USPTO retrosynthesis dataset with 1.9M reactions from patents (1976-2016). Task: Predict the reactants needed to synthesize the given product. (1) Given the product [C:36](=[O:45])([O:41][CH:42]([CH3:44])[CH3:43])[O:37][CH:38]([N:14]1[C:11]2=[N:12][CH:13]=[C:8]([C:5]3[CH:6]=[CH:7][C:2]([Cl:1])=[CH:3][CH:4]=3)[CH:9]=[C:10]2[C:16]([C:17](=[O:18])[C:19]2[C:24]([F:25])=[CH:23][CH:22]=[C:21]([NH:26][S:27]([CH2:30][CH2:31][CH3:32])(=[O:28])=[O:29])[C:20]=2[F:33])=[CH:15]1)[CH3:39], predict the reactants needed to synthesize it. The reactants are: [Cl:1][C:2]1[CH:7]=[CH:6][C:5]([C:8]2[CH:9]=[C:10]3[C:16]([C:17]([C:19]4[C:20]([F:33])=[C:21]([NH:26][S:27]([CH2:30][CH2:31][CH3:32])(=[O:29])=[O:28])[CH:22]=[CH:23][C:24]=4[F:25])=[O:18])=[CH:15][NH:14][C:11]3=[N:12][CH:13]=2)=[CH:4][CH:3]=1.[OH-].[K+].[C:36](=[O:45])([O:41][CH:42]([CH3:44])[CH3:43])[O:37][CH:38](Cl)[CH3:39]. (2) Given the product [CH3:1][C:2]1([CH3:23])[O:6][C:5](=[O:7])[N:4]([C:8]2[CH:16]=[CH:15][C:11]([C:12]([Cl:26])=[O:13])=[CH:10][CH:9]=2)[C@H:3]1[C:17]1[CH:22]=[CH:21][CH:20]=[CH:19][CH:18]=1, predict the reactants needed to synthesize it. The reactants are: [CH3:1][C:2]1([CH3:23])[O:6][C:5](=[O:7])[N:4]([C:8]2[CH:16]=[CH:15][C:11]([C:12](O)=[O:13])=[CH:10][CH:9]=2)[C@H:3]1[C:17]1[CH:22]=[CH:21][CH:20]=[CH:19][CH:18]=1.S(Cl)([Cl:26])=O. (3) The reactants are: C(OC([NH:8][C:9]1[CH:14]=[CH:13][C:12]([CH:15]([CH2:21][CH2:22][CH2:23][CH3:24])[C:16]([O:18][CH2:19][CH3:20])=[O:17])=[CH:11][C:10]=1[C:25](=O)[C:26]([N:28]1[CH2:36][C:35]2[C:30](=[CH:31][CH:32]=[CH:33][CH:34]=2)[CH2:29]1)=[O:27])=O)(C)(C)C.[F-].[Cs+].C[Si]([N:44]=[C:45]=[N:46][Si](C)(C)C)(C)C.Cl.C(=O)(O)[O-]. Given the product [NH2:44][C:45]1[N:46]=[C:25]([C:26]([N:28]2[CH2:29][C:30]3[C:35](=[CH:34][CH:33]=[CH:32][CH:31]=3)[CH2:36]2)=[O:27])[C:10]2[C:9](=[CH:14][CH:13]=[C:12]([CH:15]([CH2:21][CH2:22][CH2:23][CH3:24])[C:16]([O:18][CH2:19][CH3:20])=[O:17])[CH:11]=2)[N:8]=1, predict the reactants needed to synthesize it. (4) Given the product [NH2:13][C:9]1[C:10]([CH3:12])=[CH:11][C:6]([CH:1]2[CH2:5][CH2:4][CH2:3][CH2:2]2)=[C:7]([OH:16])[CH:8]=1, predict the reactants needed to synthesize it. The reactants are: [CH:1]1([C:6]2[CH:11]=[C:10]([CH3:12])[C:9]([N+:13]([O-])=O)=[CH:8][C:7]=2[OH:16])[CH2:5][CH2:4][CH2:3][CH2:2]1.